From a dataset of Catalyst prediction with 721,799 reactions and 888 catalyst types from USPTO. Predict which catalyst facilitates the given reaction. (1) Reactant: [C:1]([N:8]1[CH2:13][CH2:12][CH:11]([C:14]([O:16][CH2:17][CH3:18])=[O:15])[CH2:10][CH2:9]1)([O:3][C:4]([CH3:7])([CH3:6])[CH3:5])=[O:2].[Li+].CC([N-]C(C)C)C.Br[CH2:28][CH2:29][C:30]#[N:31]. Product: [C:30]([CH2:29][CH2:28][C:11]1([C:14]([O:16][CH2:17][CH3:18])=[O:15])[CH2:12][CH2:13][N:8]([C:1]([O:3][C:4]([CH3:7])([CH3:6])[CH3:5])=[O:2])[CH2:9][CH2:10]1)#[N:31]. The catalyst class is: 1. (2) Reactant: Br[C:2]1[CH:7]=[CH:6][C:5]([NH:8][CH2:9][C:10]2[CH:15]=[CH:14][CH:13]=[CH:12][C:11]=2[C:16]2[CH:17]=[CH:18][C:19]([C:22]([NH:24][CH2:25][CH2:26][C:27]([O:29][C:30]([CH3:33])([CH3:32])[CH3:31])=[O:28])=[O:23])=[N:20][CH:21]=2)=[CH:4][CH:3]=1.[Cl:34][C:35]1[CH:36]=[C:37](B(O)O)[CH:38]=[CH:39][C:40]=1[Cl:41].C([O-])([O-])=O.[K+].[K+].O. Product: [Cl:34][C:35]1[CH:36]=[C:37]([C:2]2[CH:3]=[CH:4][C:5]([NH:8][CH2:9][C:10]3[CH:15]=[CH:14][CH:13]=[CH:12][C:11]=3[C:16]3[CH:17]=[CH:18][C:19]([C:22]([NH:24][CH2:25][CH2:26][C:27]([O:29][C:30]([CH3:32])([CH3:31])[CH3:33])=[O:28])=[O:23])=[N:20][CH:21]=3)=[CH:6][CH:7]=2)[CH:38]=[CH:39][C:40]=1[Cl:41]. The catalyst class is: 800. (3) Reactant: [NH:1]1[C:5]2[CH:6]=[CH:7][CH:8]=[CH:9][C:4]=2[N:3]=[C:2]1[CH2:10][N:11]1[C@@H:24]2[C@@H:15]([CH2:16][CH2:17][C:18]3[C:23]2=[N:22][CH:21]=[CH:20][CH:19]=3)[CH2:14][CH2:13][CH2:12]1.Br[CH2:26][CH2:27][CH2:28][CH2:29][CH2:30][N:31]1C(=O)C2C(=CC=CC=2)C1=O.[I-].[K+].C(N(CC)C(C)C)(C)C.NN. Product: [N:11]1([CH2:10][C:2]2[N:3]([CH2:26][CH2:27][CH2:28][CH2:29][CH2:30][NH2:31])[C:4]3[CH:9]=[CH:8][CH:7]=[CH:6][C:5]=3[N:1]=2)[C@@H:24]2[C@@H:15]([CH2:16][CH2:17][C:18]3[C:23]2=[N:22][CH:21]=[CH:20][CH:19]=3)[CH2:14][CH2:13][CH2:12]1. The catalyst class is: 9. (4) Reactant: Br[C:2]1[C:7](=[O:8])[N:6]([CH2:9][C:10]2[CH:15]=[CH:14][C:13]([C:16]3[C:17]([C:22]#[N:23])=[CH:18][CH:19]=[CH:20][CH:21]=3)=[CH:12][CH:11]=2)[C:5]([CH2:24][CH2:25][CH3:26])=[N:4][C:3]=1[CH2:27][CH3:28].[CH3:29][C:30]1[CH:35]=[CH:34][N:33]=[C:32]([OH:36])[CH:31]=1.[OH-].[K+].CS(C)=O. Product: [CH2:27]([C:3]1[N:4]=[C:5]([CH2:24][CH2:25][CH3:26])[N:6]([CH2:9][C:10]2[CH:15]=[CH:14][C:13]([C:16]3[C:17]([C:22]#[N:23])=[CH:18][CH:19]=[CH:20][CH:21]=3)=[CH:12][CH:11]=2)[C:7](=[O:8])[C:2]=1[O:36][C:32]1[CH:31]=[C:30]([CH3:29])[CH:35]=[CH:34][N:33]=1)[CH3:28]. The catalyst class is: 13. (5) Reactant: Br[C:2]1[CH:8]=[C:7]([F:9])[CH:6]=[C:5]([O:10][CH3:11])[C:3]=1[NH2:4].[C:12]([Cu])#[N:13].O. Product: [NH2:4][C:3]1[C:5]([O:10][CH3:11])=[CH:6][C:7]([F:9])=[CH:8][C:2]=1[C:12]#[N:13]. The catalyst class is: 3. (6) Reactant: [S:1]1[CH:5]=[C:4]([CH2:6][OH:7])[N:3]=[CH:2]1.[CH3:8][CH:9]([Si:11](Cl)([CH:15]([CH3:17])[CH3:16])[CH:12]([CH3:14])[CH3:13])[CH3:10].N1C=CN=C1. The catalyst class is: 2. Product: [CH:9]([Si:11]([CH:15]([CH3:17])[CH3:16])([CH:12]([CH3:14])[CH3:13])[O:7][CH2:6][C:4]1[N:3]=[CH:2][S:1][CH:5]=1)([CH3:10])[CH3:8].